From a dataset of Full USPTO retrosynthesis dataset with 1.9M reactions from patents (1976-2016). Predict the reactants needed to synthesize the given product. (1) Given the product [O:5]1[C:4]2[CH:6]=[CH:15][C:14]([C:4]([C:6]3[C:15](=[O:16])[C:14]4[C:9](=[CH:10][CH:11]=[CH:12][CH:13]=4)[N:8]([CH2:17][C:18]4[CH:23]=[CH:22][CH:24]=[C:20]([CH3:21])[N:19]=4)[CH:7]=3)=[O:5])=[CH:27][C:28]=2[O:29][CH2:30][CH2:26]1, predict the reactants needed to synthesize it. The reactants are: CON(C)[C:4]([C:6]1[C:15](=[O:16])[C:14]2[C:9](=[CH:10][CH:11]=[CH:12][CH:13]=2)[N:8]([CH2:17][C:18]2[CH:23]=[CH:22][CH:21]=[C:20]([CH3:24])[N:19]=2)[CH:7]=1)=[O:5].[CH2:26]1[CH2:30][O:29][CH2:28][CH2:27]1. (2) Given the product [Cl:1][C:2]1[C:9]([C:13]#[C:12][C:14]2([OH:34])[CH2:15][CH2:16][N:17]([C:20](=[O:33])[CH2:21][C:22]3[CH:27]=[CH:26][C:25]([N:28]4[CH:32]=[N:31][N:30]=[N:29]4)=[CH:24][CH:23]=3)[CH2:18][CH2:19]2)=[CH:8][CH:7]=[C:6]([F:11])[C:3]=1[C:4]#[N:5], predict the reactants needed to synthesize it. The reactants are: [Cl:1][C:2]1[C:9](I)=[CH:8][CH:7]=[C:6]([F:11])[C:3]=1[C:4]#[N:5].[C:12]([C:14]1([OH:34])[CH2:19][CH2:18][N:17]([C:20](=[O:33])[CH2:21][C:22]2[CH:27]=[CH:26][C:25]([N:28]3[CH:32]=[N:31][N:30]=[N:29]3)=[CH:24][CH:23]=2)[CH2:16][CH2:15]1)#[CH:13].C(N(CC)CC)C.C1(P(C2C=CC=CC=2)C2C=CC=CC=2)C=CC=CC=1. (3) Given the product [Br:9][C:10]1[CH:15]=[CH:14][C:13]([C:2]2[N:3]=[CH:4][C:5]([NH2:8])=[N:6][CH:7]=2)=[CH:12][CH:11]=1, predict the reactants needed to synthesize it. The reactants are: Br[C:2]1[N:3]=[CH:4][C:5]([NH2:8])=[N:6][CH:7]=1.[Br:9][C:10]1[CH:15]=[CH:14][C:13](B(O)O)=[CH:12][CH:11]=1.C1(C)C=CC=CC=1.C([O-])([O-])=O.[K+].[K+]. (4) Given the product [CH3:29][C:24]1[CH:25]=[CH:26][CH:27]=[CH:28][C:23]=1[CH:22]1[CH2:16][C:17](=[O:19])[NH:35][C:6](=[O:8])[CH2:5]1, predict the reactants needed to synthesize it. The reactants are: [H-].[Na+].C([C:5](CC)(C([O-])=O)[C:6]([O-:8])=O)C.C([C:16](=[CH:22][C:23]1[CH:28]=[CH:27][CH:26]=[CH:25][C:24]=1[CH3:29])[C:17]([O:19]CC)=O)#N.Cl.S(Cl)(Cl)=O.[NH2:35]C(N)=O.[Na]. (5) Given the product [NH:8]1[CH2:9][CH2:10][CH:11]([N:14]2[CH:18]=[C:17]([C:19]3[CH:24]=[C:23]([C:36]4[S:37][C:38]5[CH2:44][CH2:43][CH2:42][CH2:41][C:39]=5[N:40]=4)[C:22]([NH2:34])=[N:21][CH:20]=3)[CH:16]=[N:15]2)[CH2:12][CH2:13]1, predict the reactants needed to synthesize it. The reactants are: C(OC([N:8]1[CH2:13][CH2:12][CH:11]([N:14]2[CH:18]=[C:17]([C:19]3[CH:20]=[N:21][C:22]([NH2:34])=[C:23](B4OC(C)(C)C(C)(C)O4)[CH:24]=3)[CH:16]=[N:15]2)[CH2:10][CH2:9]1)=O)(C)(C)C.I[C:36]1[S:37][C:38]2[CH2:44][CH2:43][CH2:42][CH2:41][C:39]=2[N:40]=1.C(=O)([O-])[O-].[K+].[K+].Cl. (6) Given the product [NH:18]1[C:19]2[C:24](=[CH:23][CH:22]=[CH:21][CH:20]=2)[C:16]([CH2:15][CH2:14][N:13]2[C:35](=[O:36])[C:34]([OH:40])=[C:33]([C:32](=[O:41])[C:27]3[CH:28]=[CH:29][CH:30]=[CH:31][C:26]=3[F:25])[CH:1]2[C:3]2[CH:12]=[CH:11][C:6]([C:7]([O:9][CH3:10])=[O:8])=[CH:5][CH:4]=2)=[CH:17]1, predict the reactants needed to synthesize it. The reactants are: [CH:1]([C:3]1[CH:12]=[CH:11][C:6]([C:7]([O:9][CH3:10])=[O:8])=[CH:5][CH:4]=1)=O.[NH2:13][CH2:14][CH2:15][C:16]1[C:24]2[C:19](=[CH:20][CH:21]=[CH:22][CH:23]=2)[NH:18][CH:17]=1.[F:25][C:26]1[CH:31]=[CH:30][CH:29]=[CH:28][C:27]=1[C:32](=[O:41])/[CH:33]=[C:34](\[OH:40])/[C:35](OCC)=[O:36].